Dataset: Reaction yield outcomes from USPTO patents with 853,638 reactions. Task: Predict the reaction yield, written as a fraction of the theoretical maximum amount of product (1.0 means a 100% yield; for example, 0.34 means a 34% yield). (1) The reactants are I[CH2:2][C@@H:3]([CH3:17])[CH2:4][N:5]1[C:10]2[CH:11]=[C:12]([CH3:15])[CH:13]=[CH:14][C:9]=2[O:8][CH2:7][C:6]1=[O:16].[CH2:18]([CH:23]1[CH2:29][CH:28]2[NH:30][CH:25]([CH2:26][CH2:27]2)[CH2:24]1)[CH2:19][CH2:20][CH2:21][CH3:22]. The catalyst is CCN(CC)CC. The product is [CH2:18]([CH:23]1[CH2:24][CH:25]2[N:30]([CH2:2][C@@H:3]([CH3:17])[CH2:4][N:5]3[C:10]4[CH:11]=[C:12]([CH3:15])[CH:13]=[CH:14][C:9]=4[O:8][CH2:7][C:6]3=[O:16])[CH:28]([CH2:27][CH2:26]2)[CH2:29]1)[CH2:19][CH2:20][CH2:21][CH3:22]. The yield is 0.680. (2) The reactants are [F:1][C:2]1[CH:7]=[CH:6][C:5]([PH:8](=[O:10])[O-:9])=[CH:4][CH:3]=1.Br[C:12]1[CH:17]=[CH:16][C:15]([O:18][CH:19]([CH3:21])[CH3:20])=[C:14]([CH:22]=[CH2:23])[CH:13]=1.[CH2:24](N(CC)CC)[CH3:25]. The catalyst is C(#N)C.C([O-])(=O)C.[Pd+2].C([O-])(=O)C.C1(P(C2C=CC=CC=2)[C-]2C=CC=C2)C=CC=CC=1.[C-]1(P(C2C=CC=CC=2)C2C=CC=CC=2)C=CC=C1.[Fe+2]. The product is [F:1][C:2]1[CH:7]=[CH:6][C:5]([P:8]([C:12]2[CH:17]=[CH:16][C:15]([O:18][CH:19]([CH3:21])[CH3:20])=[C:14]([CH:22]=[CH2:23])[CH:13]=2)(=[O:9])[O:10][CH2:24][CH3:25])=[CH:4][CH:3]=1. The yield is 0.820.